Dataset: Forward reaction prediction with 1.9M reactions from USPTO patents (1976-2016). Task: Predict the product of the given reaction. (1) Given the reactants [F:1][C:2]1[CH:3]=[C:4]([C@@H:9]2[CH2:13][N:12]([CH2:14][C@@H:15]([OH:20])[C:16]([F:19])([F:18])[F:17])[CH2:11][C@H:10]2[NH:21][C:22](=[O:28])[O:23][C:24]([CH3:27])([CH3:26])[CH3:25])[CH:5]=[CH:6][C:7]=1[F:8].CCN(C(C)C)C(C)C.[CH3:38][S:39](Cl)(=[O:41])=[O:40], predict the reaction product. The product is: [CH3:38][S:39]([O:20][C@H:15]([CH2:14][N:12]1[CH2:13][C@@H:9]([C:4]2[CH:5]=[CH:6][C:7]([F:8])=[C:2]([F:1])[CH:3]=2)[C@H:10]([NH:21][C:22]([O:23][C:24]([CH3:25])([CH3:27])[CH3:26])=[O:28])[CH2:11]1)[C:16]([F:19])([F:17])[F:18])(=[O:41])=[O:40]. (2) Given the reactants [F:1][C:2]([F:24])([F:23])[C:3]1[CH:8]=[CH:7][C:6]([C:9]2[CH:14]=[CH:13][C:12]([CH:15]([OH:22])[CH2:16][CH2:17][CH2:18][CH2:19][CH2:20][CH3:21])=[CH:11][CH:10]=2)=[CH:5][CH:4]=1.[CH2:25]([O:27][C:28](=[O:42])[CH2:29][CH2:30][NH:31][C:32](=[O:41])[C:33]1[CH:38]=[CH:37][C:36](O)=[C:35]([F:40])[CH:34]=1)[CH3:26].C(P(CCCC)CCCC)CCC.C(OCC)(=O)C, predict the reaction product. The product is: [CH2:25]([O:27][C:28](=[O:42])[CH2:29][CH2:30][NH:31][C:32](=[O:41])[C:33]1[CH:38]=[CH:37][C:36]([O:22][CH:15]([C:12]2[CH:13]=[CH:14][C:9]([C:6]3[CH:5]=[CH:4][C:3]([C:2]([F:23])([F:24])[F:1])=[CH:8][CH:7]=3)=[CH:10][CH:11]=2)[CH2:16][CH2:17][CH2:18][CH2:19][CH2:20][CH3:21])=[C:35]([F:40])[CH:34]=1)[CH3:26]. (3) The product is: [CH3:28][C:5]1[N:6]=[C:7]([NH:9][C:10](=[O:27])[CH:11]([NH:15][C:16](=[O:26])[CH2:17][C:18]2[CH:23]=[C:22]([F:24])[CH:21]=[C:20]([F:25])[CH:19]=2)[CH2:12][CH2:13][CH3:14])[S:8][C:4]=1[CH:1]([NH:32][CH2:29][CH2:30][CH3:31])[CH3:2]. Given the reactants [C:1]([C:4]1[S:8][C:7]([NH:9][C:10](=[O:27])[CH:11]([NH:15][C:16](=[O:26])[CH2:17][C:18]2[CH:23]=[C:22]([F:24])[CH:21]=[C:20]([F:25])[CH:19]=2)[CH2:12][CH2:13][CH3:14])=[N:6][C:5]=1[CH3:28])(=O)[CH3:2].[CH2:29]([NH2:32])[CH2:30][CH3:31].C([BH3-])#N.[Na+].C([O-])(=O)C.[Na+].S([O-])([O-])(=O)=O.[Na+].[Na+], predict the reaction product. (4) Given the reactants [Cl:1][C:2]1[CH:7]=[CH:6][CH:5]=[CH:4][C:3]=1[C:8]1[CH:13]=[CH:12][C:11]([CH:14]([CH2:17][C:18]2[CH:23]=[CH:22][C:21]([O:24][CH2:25][CH2:26][O:27][C:28]3[C:33]([Cl:34])=[CH:32][C:31]([CH3:35])=[CH:30][C:29]=3[Cl:36])=[CH:20][CH:19]=2)[C:15]#[N:16])=[C:10]([CH3:37])[CH:9]=1.[BH4-].[Na+].[OH-].[Na+], predict the reaction product. The product is: [Cl:1][C:2]1[CH:7]=[CH:6][CH:5]=[CH:4][C:3]=1[C:8]1[CH:13]=[CH:12][C:11]([CH:14]([CH2:17][C:18]2[CH:19]=[CH:20][C:21]([O:24][CH2:25][CH2:26][O:27][C:28]3[C:29]([Cl:36])=[CH:30][C:31]([CH3:35])=[CH:32][C:33]=3[Cl:34])=[CH:22][CH:23]=2)[CH2:15][NH2:16])=[C:10]([CH3:37])[CH:9]=1. (5) Given the reactants [NH2:1][C@H:2]([C:5]([OH:7])=[O:6])[CH2:3][OH:4].FC(F)(F)C(O)=O.[C:15](Cl)(=[O:19])[CH2:16][CH2:17][CH3:18], predict the reaction product. The product is: [C:15]([O:4][CH2:3][C@@H:2]([C:5]([OH:7])=[O:6])[NH2:1])(=[O:19])[CH2:16][CH2:17][CH3:18].